This data is from Reaction yield outcomes from USPTO patents with 853,638 reactions. The task is: Predict the reaction yield, written as a fraction of the theoretical maximum amount of product (1.0 means a 100% yield; for example, 0.34 means a 34% yield). (1) The reactants are [Br:1][C:2]1[CH:3]=[C:4]([O:19][C:20]2[CH:25]=[CH:24][CH:23]=[CH:22][CH:21]=2)[C:5]([NH:8][C:9]2[S:10][CH:11]=[C:12]([CH2:14][CH2:15][C:16]([OH:18])=O)[N:13]=2)=[N:6][CH:7]=1.CCN(C(C)C)C(C)C.CN(C(F)=[N+](C)C)C.F[P-](F)(F)(F)(F)F.O[NH:51][C:52](=[NH:54])[CH3:53]. The catalyst is CN(C=O)C.CCOC(C)=O. The product is [Br:1][C:2]1[CH:3]=[C:4]([O:19][C:20]2[CH:25]=[CH:24][CH:23]=[CH:22][CH:21]=2)[C:5]([NH:8][C:9]2[S:10][CH:11]=[C:12]([CH2:14][CH2:15][C:16]3[O:18][N:54]=[C:52]([CH3:53])[N:51]=3)[N:13]=2)=[N:6][CH:7]=1. The yield is 0.614. (2) The reactants are [CH3:1][O:2][C@H:3]1[CH2:11][C:10]2[C:5](=[CH:6][CH:7]=[CH:8][CH:9]=2)[C@H:4]1[NH2:12].[N:13]1[C:20]([Cl:21])=[N:19][C:17](Cl)=[N:16][C:14]=1[Cl:15].CCN(C(C)C)C(C)C.O. The catalyst is C1COCC1. The product is [Cl:15][C:14]1[N:13]=[C:20]([Cl:21])[N:19]=[C:17]([NH:12][C@@H:4]2[C:5]3[C:10](=[CH:9][CH:8]=[CH:7][CH:6]=3)[CH2:11][C@@H:3]2[O:2][CH3:1])[N:16]=1. The yield is 0.490. (3) The reactants are [NH:1]([C:13]([O:15][CH2:16][C:17]1[CH:22]=[CH:21][CH:20]=[CH:19][CH:18]=1)=[O:14])[C@H:2]([C:10](N)=[O:11])[CH2:3][C:4]1[CH:9]=[CH:8][CH:7]=[CH:6][CH:5]=1.[N:23]1C(Cl)=NC(Cl)=N[C:24]=1Cl.O.C(OCC)(=O)C. The catalyst is CN(C=O)C. The product is [NH:1]([C:13]([O:15][CH2:16][C:17]1[CH:22]=[CH:21][CH:20]=[CH:19][CH:18]=1)=[O:14])[C@H:2]([C:10]([C:24]#[N:23])=[O:11])[CH2:3][C:4]1[CH:9]=[CH:8][CH:7]=[CH:6][CH:5]=1. The yield is 0.990. (4) The reactants are C([O:5][C:6]([CH:8]1[CH2:12][CH:11]([O:13][C:14]2[C:23]3[C:18](=[C:19]([CH3:26])[C:20]([O:24][CH3:25])=[CH:21][CH:22]=3)[N:17]=[C:16]([C:27]3[CH:32]=[CH:31][CH:30]=[C:29]([F:33])[CH:28]=3)[N:15]=2)[CH2:10][CH:9]1[C:34](=[O:46])[NH:35][C:36]1([C:41]([O:43][CH2:44][CH3:45])=[O:42])[CH2:38][CH:37]1[CH:39]=[CH2:40])=[O:7])(C)(C)C.O. The catalyst is C(Cl)Cl.C(O)(C(F)(F)F)=O. The product is [CH2:44]([O:43][C:41]([C:36]1([NH:35][C:34]([CH:9]2[CH2:10][CH:11]([O:13][C:14]3[C:23]4[C:18](=[C:19]([CH3:26])[C:20]([O:24][CH3:25])=[CH:21][CH:22]=4)[N:17]=[C:16]([C:27]4[CH:32]=[CH:31][CH:30]=[C:29]([F:33])[CH:28]=4)[N:15]=3)[CH2:12][CH:8]2[C:6]([OH:7])=[O:5])=[O:46])[CH2:38][CH:37]1[CH:39]=[CH2:40])=[O:42])[CH3:45]. The yield is 0.990. (5) The reactants are [CH3:1][C:2]1[C:7]([CH3:8])=[CH:6][CH:5]=[CH:4][C:3]=1[CH:9]([CH:11]1O[CH:14]=[N:13][CH:12]1S(C1C=CC(C)=CC=1)(=O)=O)[CH3:10].[NH3:26]. No catalyst specified. The product is [CH3:8][C:7]1[C:2]([CH3:1])=[C:3]([CH:9]([C:11]2[N:26]=[CH:14][NH:13][CH:12]=2)[CH3:10])[CH:4]=[CH:5][CH:6]=1. The yield is 0.890. (6) No catalyst specified. The yield is 0.990. The reactants are [CH2:1]([O:3][C:4]([CH2:6][CH:7]([CH2:11][CH:12]([CH3:14])[CH3:13])[C:8]([OH:10])=O)=[O:5])[CH3:2].[CH:15]1[CH:16]=[CH:17][C:18]2N(O)N=[N:21][C:19]=2[CH:20]=1.[CH2:25](Cl)[CH2:26]Cl.C[N:30]1[CH2:35][CH2:34]OCC1. The product is [NH:21]1[C:19]2[C:18](=[CH:17][CH:16]=[CH:15][CH:20]=2)[C:26]([CH2:34][CH2:35][NH:30][C:8]([CH:7]([CH2:11][CH:12]([CH3:14])[CH3:13])[CH2:6][C:4]([O:3][CH2:1][CH3:2])=[O:5])=[O:10])=[CH:25]1. (7) The reactants are [Cl:1][C:2]1[CH:3]=[C:4]([CH:28]=[CH:29][C:30]=1[O:31]CC1C=CC(OC)=C(OC)C=1)[C:5]([N:7]([CH3:27])[C:8]1[CH:13]=[CH:12][C:11]([O:14][C:15]2[CH:20]=[CH:19][CH:18]=[CH:17][CH:16]=2)=[CH:10][C:9]=1[C:21]([NH:23][CH:24]([CH3:26])[CH3:25])=[O:22])=[O:6].C(O)(C(F)(F)F)=O. The catalyst is C(Cl)Cl. The product is [Cl:1][C:2]1[CH:3]=[C:4]([CH:28]=[CH:29][C:30]=1[OH:31])[C:5]([N:7]([CH3:27])[C:8]1[CH:13]=[CH:12][C:11]([O:14][C:15]2[CH:16]=[CH:17][CH:18]=[CH:19][CH:20]=2)=[CH:10][C:9]=1[C:21]([NH:23][CH:24]([CH3:26])[CH3:25])=[O:22])=[O:6]. The yield is 0.680. (8) The reactants are [Br:1][C:2]1[CH:10]=[CH:9][CH:8]=[C:7]2[C:3]=1C=C[N:6]2[CH2:11][CH2:12][CH2:13][CH2:14][CH3:15].BrN1C(=[O:22])CCC1=O.C([O:27][CH2:28][CH3:29])(=O)C.O. The catalyst is CS(C)=O. The product is [Br:1][C:2]1[CH:10]=[CH:9][CH:8]=[C:7]2[C:3]=1[C:28](=[O:27])[C:29](=[O:22])[N:6]2[CH2:11][CH2:12][CH2:13][CH2:14][CH3:15]. The yield is 0.920. (9) The reactants are [OH:1][C:2]1[CH:3]=[CH:4][C:5]([CH3:11])=[C:6]([CH:10]=1)[C:7]([OH:9])=[O:8].CO.[CH3:14][Si](C=[N+]=[N-])(C)C.C(OCC)C. The catalyst is ClCCl. The product is [OH:1][C:2]1[CH:3]=[CH:4][C:5]([CH3:11])=[C:6]([CH:10]=1)[C:7]([O:9][CH3:14])=[O:8]. The yield is 0.490.